This data is from Catalyst prediction with 721,799 reactions and 888 catalyst types from USPTO. The task is: Predict which catalyst facilitates the given reaction. The catalyst class is: 6. Reactant: C1C=CN=CC=1.[CH:7]1[C:8]2[C:21]3=[CH:22][C@H:23]([OH:31])[C@H:24]4[O:29][P:27]([OH:30])(=[O:28])[O:26][C@H:25]4[C@@H:20]3[NH:19][C:17](=[O:18])[C:9]=2[C:10]([OH:16])=[C:11]2[O:15][CH2:14][O:13][C:12]=12. Product: [CH:7]1[C:8]2[C:21]3=[CH:22][C@H:23]([OH:31])[C@H:24]4[O:29][P:27]([OH:30])(=[O:28])[O:26][C@H:25]4[C@@H:20]3[NH:19][C:17](=[O:18])[C:9]=2[C:10]([OH:16])=[C:11]2[O:15][CH2:14][O:13][C:12]=12.